From a dataset of NCI-60 drug combinations with 297,098 pairs across 59 cell lines. Regression. Given two drug SMILES strings and cell line genomic features, predict the synergy score measuring deviation from expected non-interaction effect. (1) Cell line: RPMI-8226. Drug 2: CN(CCCl)CCCl.Cl. Synergy scores: CSS=8.25, Synergy_ZIP=-0.223, Synergy_Bliss=6.32, Synergy_Loewe=-0.753, Synergy_HSA=-0.520. Drug 1: CC1=CC2C(CCC3(C2CCC3(C(=O)C)OC(=O)C)C)C4(C1=CC(=O)CC4)C. (2) Drug 1: CC(C1=C(C=CC(=C1Cl)F)Cl)OC2=C(N=CC(=C2)C3=CN(N=C3)C4CCNCC4)N. Drug 2: C1=CC(=CC=C1CCCC(=O)O)N(CCCl)CCCl. Cell line: NCI-H226. Synergy scores: CSS=6.62, Synergy_ZIP=-3.36, Synergy_Bliss=-3.02, Synergy_Loewe=-6.38, Synergy_HSA=-3.21. (3) Drug 1: C1=CC=C(C(=C1)C(C2=CC=C(C=C2)Cl)C(Cl)Cl)Cl. Drug 2: CC1C(C(CC(O1)OC2CC(CC3=C2C(=C4C(=C3O)C(=O)C5=C(C4=O)C(=CC=C5)OC)O)(C(=O)CO)O)N)O.Cl. Cell line: OVCAR-5. Synergy scores: CSS=37.9, Synergy_ZIP=-5.25, Synergy_Bliss=-4.91, Synergy_Loewe=-1.74, Synergy_HSA=-1.16. (4) Drug 1: C1=NC2=C(N1)C(=S)N=C(N2)N. Drug 2: C1CN1P(=S)(N2CC2)N3CC3. Cell line: UACC-257. Synergy scores: CSS=12.7, Synergy_ZIP=-6.26, Synergy_Bliss=-6.19, Synergy_Loewe=-6.24, Synergy_HSA=-5.52. (5) Drug 1: CCC1=C2CN3C(=CC4=C(C3=O)COC(=O)C4(CC)O)C2=NC5=C1C=C(C=C5)O. Drug 2: CC1C(C(CC(O1)OC2CC(OC(C2O)C)OC3=CC4=CC5=C(C(=O)C(C(C5)C(C(=O)C(C(C)O)O)OC)OC6CC(C(C(O6)C)O)OC7CC(C(C(O7)C)O)OC8CC(C(C(O8)C)O)(C)O)C(=C4C(=C3C)O)O)O)O. Cell line: OVCAR-5. Synergy scores: CSS=26.8, Synergy_ZIP=-4.36, Synergy_Bliss=-2.35, Synergy_Loewe=-4.91, Synergy_HSA=-0.959.